From a dataset of Forward reaction prediction with 1.9M reactions from USPTO patents (1976-2016). Predict the product of the given reaction. (1) Given the reactants O.[CH3:2][NH:3][CH2:4][CH2:5][C@H:6]([O:12][C:13]1[CH:14]=[CH:15][CH:16]=[C:17]2[CH:22]=[CH:21][CH:20]=[CH:19][C:18]=12)[C:7]1[S:11][CH:10]=[CH:9][CH:8]=1.Cl.[OH-], predict the reaction product. The product is: [CH3:2][NH:3][CH2:4][CH2:5][C@H:6]([O:12][C:13]1[CH:14]=[CH:15][CH:16]=[C:17]2[CH:22]=[CH:21][CH:20]=[CH:19][C:18]=12)[C:7]1[S:11][CH:10]=[CH:9][CH:8]=1. (2) Given the reactants [CH3:1][C:2]1[Se:6][C:5]([C:7]([O:9][CH3:10])=[O:8])=[CH:4][C:3]=1[N+:11]([O-])=O.CC1C([NH2:24])=C(C([O-])=O)[Se]C=1C.N([O-])=O.[Na+].C(=O)([O-])[O-].[K+].[K+].[CH3:35][NH:36][CH3:37], predict the reaction product. The product is: [CH3:35][N:36]([N:24]=[N:11][C:3]1[CH:4]=[C:5]([C:7]([O:9][CH3:10])=[O:8])[Se:6][C:2]=1[CH3:1])[CH3:37]. (3) Given the reactants [CH3:1][N:2]1[CH:6]=[CH:5][N:4]=[C:3]1[CH2:7][O:8][C:9]1[CH:10]=[C:11]([O:27][C:28]2[CH:33]=[CH:32][C:31]([S:34]([CH3:37])(=[O:36])=[O:35])=[CH:30][CH:29]=2)[CH:12]=[C:13]2[C:17]=1[NH:16][C:15]([C:18]1[S:19][CH:20]([CH2:23][C:24]([OH:26])=O)[CH2:21][N:22]=1)=[CH:14]2.Cl.C[N:40](C)CCCN=C=NCC.[NH4+].ON1C2C=CC=CC=2N=N1.CN(C)C=O, predict the reaction product. The product is: [CH3:1][N:2]1[CH:6]=[CH:5][N:4]=[C:3]1[CH2:7][O:8][C:9]1[CH:10]=[C:11]([O:27][C:28]2[CH:33]=[CH:32][C:31]([S:34]([CH3:37])(=[O:35])=[O:36])=[CH:30][CH:29]=2)[CH:12]=[C:13]2[C:17]=1[NH:16][C:15]([C:18]1[S:19][CH:20]([CH2:23][C:24]([NH2:40])=[O:26])[CH2:21][N:22]=1)=[CH:14]2.